From a dataset of Catalyst prediction with 721,799 reactions and 888 catalyst types from USPTO. Predict which catalyst facilitates the given reaction. (1) Reactant: Br[C:2]1[N:3]=[C:4]2[C:10]([C:11](=[O:16])[C:12]([CH3:15])([CH3:14])[CH3:13])=[CH:9][NH:8][C:5]2=[N:6][CH:7]=1.[CH2:17]([O:20][C:21]1[CH:22]=[C:23](B(O)O)[CH:24]=[CH:25][CH:26]=1)[CH2:18][CH3:19]. Product: [CH3:13][C:12]([CH3:15])([CH3:14])[C:11]([C:10]1[C:4]2[C:5](=[N:6][CH:7]=[C:2]([C:25]3[CH:24]=[CH:23][CH:22]=[C:21]([O:20][CH2:17][CH2:18][CH3:19])[CH:26]=3)[N:3]=2)[NH:8][CH:9]=1)=[O:16]. The catalyst class is: 25. (2) Reactant: [F:1][C:2]1[CH:12]=[CH:11][C:5](/[CH:6]=[CH:7]/[C:8]([OH:10])=O)=[CH:4][CH:3]=1.CN(C(ON1N=NC2C=CC=CC1=2)=[N+](C)C)C.[B-](F)(F)(F)F.[CH:35]([N:38]1[CH2:43][CH2:42][NH:41][CH2:40][CH2:39]1)([CH3:37])[CH3:36]. Product: [F:1][C:2]1[CH:3]=[CH:4][C:5](/[CH:6]=[CH:7]/[C:8]([N:41]2[CH2:42][CH2:43][N:38]([CH:35]([CH3:37])[CH3:36])[CH2:39][CH2:40]2)=[O:10])=[CH:11][CH:12]=1. The catalyst class is: 3. (3) Reactant: [H-].[Na+].[CH3:3][N:4]([CH3:8])[CH2:5][CH2:6][OH:7].[CH2:9]([N:11]1[CH2:15][CH2:14][CH2:13][C@H:12]1[CH2:16][N:17]1[C:26]2[C:21](=[CH:22][C:23]([I:28])=[C:24](F)[CH:25]=2)[C:20](=[O:29])[C:19]([C:30]([OH:32])=[O:31])=[CH:18]1)[CH3:10]. Product: [CH3:3][N:4]([CH3:8])[CH2:5][CH2:6][O:7][C:24]1[CH:25]=[C:26]2[C:21]([C:20](=[O:29])[C:19]([C:30]([OH:32])=[O:31])=[CH:18][N:17]2[CH2:16][C@@H:12]2[CH2:13][CH2:14][CH2:15][N:11]2[CH2:9][CH3:10])=[CH:22][C:23]=1[I:28]. The catalyst class is: 1. (4) Reactant: Cl.Cl.[CH2:3]([NH2:7])[C@H:4]([NH2:6])[CH3:5].C(N(CC)CC)C.[CH3:15][C:16]([O:19][C:20](OC1C=CC=CC=1)=[O:21])([CH3:18])[CH3:17].Cl. Product: [C:16]([O:19][C:20](=[O:21])[NH:7][CH2:3][C@H:4]([NH2:6])[CH3:5])([CH3:18])([CH3:17])[CH3:15]. The catalyst class is: 40.